Dataset: Reaction yield outcomes from USPTO patents with 853,638 reactions. Task: Predict the reaction yield, written as a fraction of the theoretical maximum amount of product (1.0 means a 100% yield; for example, 0.34 means a 34% yield). (1) The reactants are [CH3:1][O:2][C:3](=[O:15])[C:4]1[CH:9]=[CH:8][C:7](Br)=[C:6]([S:11]([CH3:14])(=[O:13])=[O:12])[CH:5]=1.[C:16]([O:20][C:21]([N:23]1[CH2:28][CH:27]=[C:26](B2OC(C)(C)C(C)(C)O2)[CH2:25][CH2:24]1)=[O:22])([CH3:19])([CH3:18])[CH3:17].C(=O)([O-])[O-].[K+].[K+]. The catalyst is C1C=CC([P]([Pd]([P](C2C=CC=CC=2)(C2C=CC=CC=2)C2C=CC=CC=2)([P](C2C=CC=CC=2)(C2C=CC=CC=2)C2C=CC=CC=2)[P](C2C=CC=CC=2)(C2C=CC=CC=2)C2C=CC=CC=2)(C2C=CC=CC=2)C2C=CC=CC=2)=CC=1. The product is [C:16]([O:20][C:21]([N:23]1[CH2:24][CH:25]=[C:26]([C:7]2[CH:8]=[CH:9][C:4]([C:3]([O:2][CH3:1])=[O:15])=[CH:5][C:6]=2[S:11]([CH3:14])(=[O:13])=[O:12])[CH2:27][CH2:28]1)=[O:22])([CH3:19])([CH3:17])[CH3:18]. The yield is 0.680. (2) The reactants are [Cl:1][C:2]1[CH:7]=[CH:6][C:5]([S:8]([NH:11][CH2:12][C:13]2[CH:22]=[CH:21][C:16]([C:17]([O:19][CH3:20])=[O:18])=[CH:15][CH:14]=2)(=[O:10])=[O:9])=[CH:4][CH:3]=1.[F:23][C:24]([F:36])([F:35])[C:25]1[CH:30]=[CH:29][C:28]([C@@H:31](O)[CH2:32][CH3:33])=[CH:27][CH:26]=1.C1C=CC(P(C2C=CC=CC=2)C2C=CC=CC=2)=CC=1.CC(OC(/N=N/C(OC(C)C)=O)=O)C. The catalyst is C1COCC1. The product is [Cl:1][C:2]1[CH:7]=[CH:6][C:5]([S:8]([N:11]([CH2:12][C:13]2[CH:14]=[CH:15][C:16]([C:17]([O:19][CH3:20])=[O:18])=[CH:21][CH:22]=2)[C@@H:31]([C:28]2[CH:29]=[CH:30][C:25]([C:24]([F:23])([F:35])[F:36])=[CH:26][CH:27]=2)[CH2:32][CH3:33])(=[O:10])=[O:9])=[CH:4][CH:3]=1. The yield is 0.620. (3) The reactants are [H-].[Na+].[OH:3][C@H:4]1[CH2:8][CH2:7][O:6][CH2:5]1.Cl[CH2:10][C:11]1[CH:16]=[CH:15][CH:14]=[CH:13][N:12]=1. The catalyst is C1COCC1. The product is [O:6]1[CH2:7][CH2:8][C@H:4]([O:3][CH2:10][C:11]2[CH:16]=[CH:15][CH:14]=[CH:13][N:12]=2)[CH2:5]1. The yield is 0.870. (4) The product is [CH2:17]([CH:21]1[CH2:26][CH2:25][N:24]([CH2:2][CH2:3][CH2:4][N:5]2[C:14]3[C:9](=[C:10]([CH3:27])[CH:11]=[CH:12][CH:13]=3)[CH2:8][CH2:7][C:6]2=[O:16])[CH2:23][CH2:22]1)[CH2:18][CH2:19][CH3:20]. The catalyst is CC#N. The reactants are Cl[CH2:2][CH2:3][CH2:4][N:5]1[C:14]2[C:9](=[CH:10][CH:11]=[C:12](C)[CH:13]=2)[CH2:8][CH2:7][C:6]1=[O:16].[CH2:17]([CH:21]1[CH2:26][CH2:25][NH:24][CH2:23][CH2:22]1)[CH2:18][CH2:19][CH3:20].[C:27]([O-])([O-])=O.[K+].[K+]. The yield is 0.740. (5) The reactants are [CH2:1]([CH:8]1[CH2:13][CH2:12][N:11]([CH2:14][CH2:15][CH2:16][OH:17])[CH2:10][CH2:9]1)[C:2]1[CH:7]=[CH:6][CH:5]=[CH:4][CH:3]=1.[C:18]1([CH3:28])[CH:23]=[CH:22][C:21]([S:24](Cl)(=[O:26])=[O:25])=[CH:20][CH:19]=1. The product is [CH2:1]([CH:8]1[CH2:9][CH2:10][N:11]([CH2:14][CH2:15][CH2:16][O:17][S:24]([C:21]2[CH:22]=[CH:23][C:18]([CH3:28])=[CH:19][CH:20]=2)(=[O:26])=[O:25])[CH2:12][CH2:13]1)[C:2]1[CH:7]=[CH:6][CH:5]=[CH:4][CH:3]=1. The yield is 0.380. The catalyst is C(Cl)Cl. (6) The reactants are [O:1]1[C:6]2[CH:7]=[CH:8][C:9]([CH:11]=O)=[CH:10][C:5]=2[O:4][CH2:3][CH2:2]1.FC(F)(F)C(O)=O.[NH2:20][C@H:21]1[CH2:26][CH2:25][C@H:24]([CH2:27][O:28][C:29]([C:31]2[CH:32]=[N:33][C:34]3[C:39]([CH:40]=2)=[CH:38][C:37]([O:41][CH3:42])=[CH:36][CH:35]=3)=[O:30])[CH2:23][CH2:22]1.C(O[BH-](OC(=O)C)OC(=O)C)(=O)C.[Na+]. The catalyst is ClCCCl. The product is [O:1]1[C:6]2[CH:7]=[CH:8][C:9]([CH2:11][NH:20][C@H:21]3[CH2:26][CH2:25][C@H:24]([CH2:27][O:28][C:29]([C:31]4[CH:32]=[N:33][C:34]5[C:39]([CH:40]=4)=[CH:38][C:37]([O:41][CH3:42])=[CH:36][CH:35]=5)=[O:30])[CH2:23][CH2:22]3)=[CH:10][C:5]=2[O:4][CH2:3][CH2:2]1. The yield is 0.400.